From a dataset of Full USPTO retrosynthesis dataset with 1.9M reactions from patents (1976-2016). Predict the reactants needed to synthesize the given product. Given the product [NH2:1][C:2]1[S:3][CH:4]=[C:5]2[C:10]=1[C:9](=[O:11])[N:8]([C:12]1[CH:17]=[CH:16][C:15]([Br:42])=[CH:14][CH:13]=1)[N:7]=[C:6]2[C:19]([NH:21][CH:22]([CH3:24])[CH3:23])=[O:20], predict the reactants needed to synthesize it. The reactants are: [NH2:1][C:2]1[S:3][CH:4]=[C:5]2[C:10]=1[C:9](=[O:11])[N:8]([C:12]1[CH:17]=[CH:16][C:15](Cl)=[CH:14][CH:13]=1)[N:7]=[C:6]2[C:19]([NH:21][CH:22]([CH3:24])[CH3:23])=[O:20].NC1SC=C2C=1C(=O)N(C1C=CC([Br:42])=CC=1)N=C2C(O)=O.